This data is from Forward reaction prediction with 1.9M reactions from USPTO patents (1976-2016). The task is: Predict the product of the given reaction. Given the reactants COC1C=CC(C[S:8][C:9]2[C:14]([Br:15])=[CH:13][N:12]=[C:11]([NH:16][C:17]3[S:18][CH:19]=[C:20]([CH2:22][CH2:23][C:24]4[CH:29]=[CH:28][CH:27]=[CH:26][CH:25]=4)[N:21]=3)[CH:10]=2)=CC=1.C1(OC)C=CC=CC=1.C([O-])(O)=O.[Na+], predict the reaction product. The product is: [Br:15][C:14]1[C:9]([SH:8])=[CH:10][C:11]([NH:16][C:17]2[S:18][CH:19]=[C:20]([CH2:22][CH2:23][C:24]3[CH:25]=[CH:26][CH:27]=[CH:28][CH:29]=3)[N:21]=2)=[N:12][CH:13]=1.